Dataset: Forward reaction prediction with 1.9M reactions from USPTO patents (1976-2016). Task: Predict the product of the given reaction. Given the reactants [NH2:1][CH2:2][C:3]1[C:12](=[O:13])[C:11]2[C:6](=[CH:7][C:8]([Cl:14])=[CH:9][CH:10]=2)[N:5]([C:15]2[CH:20]=[CH:19][CH:18]=[CH:17][CH:16]=2)[CH:4]=1.[CH2:21]([N:28]1[C:33](=[O:34])[CH:32]=[CH:31][C:30]([C:35](O)=[O:36])=[CH:29]1)[C:22]1[CH:27]=[CH:26][CH:25]=[CH:24][CH:23]=1, predict the reaction product. The product is: [Cl:14][C:8]1[CH:7]=[C:6]2[C:11]([C:12](=[O:13])[C:3]([CH2:2][NH:1][C:35]([C:30]3[CH:31]=[CH:32][C:33](=[O:34])[N:28]([CH2:21][C:22]4[CH:27]=[CH:26][CH:25]=[CH:24][CH:23]=4)[CH:29]=3)=[O:36])=[CH:4][N:5]2[C:15]2[CH:16]=[CH:17][CH:18]=[CH:19][CH:20]=2)=[CH:10][CH:9]=1.